Predict which catalyst facilitates the given reaction. From a dataset of Catalyst prediction with 721,799 reactions and 888 catalyst types from USPTO. (1) Reactant: CON(C)[C:4]([C:6]1[C:10]2[CH:11]=[CH:12][CH:13]=[CH:14][C:9]=2[O:8][N:7]=1)=[O:5].[CH2:16]([Mg]Cl)[C:17]1[CH:22]=[CH:21][CH:20]=[CH:19][CH:18]=1. Product: [O:8]1[C:9]2[CH:14]=[CH:13][CH:12]=[CH:11][C:10]=2[C:6]([C:4](=[O:5])[CH2:16][C:17]2[CH:22]=[CH:21][CH:20]=[CH:19][CH:18]=2)=[N:7]1. The catalyst class is: 1. (2) Reactant: [O:1]1CCO[CH:2]1[CH2:6][N:7]1[CH:11]=[C:10]([C:12]2[CH:17]=[CH:16][C:15]([F:18])=[C:14]([C:19]([F:22])([F:21])[F:20])[CH:13]=2)[N:9]=[C:8]1[CH:23]1[CH2:28][CH2:27][N:26]([C:29]([O:31][CH2:32][C:33]2[CH:38]=[CH:37][CH:36]=[CH:35][CH:34]=2)=[O:30])[CH2:25][CH2:24]1.O.C1(C)C=CC(S(O)(=O)=O)=CC=1. Product: [F:18][C:15]1[CH:16]=[CH:17][C:12]([C:10]2[N:9]=[C:8]([CH:23]3[CH2:28][CH2:27][N:26]([C:29]([O:31][CH2:32][C:33]4[CH:38]=[CH:37][CH:36]=[CH:35][CH:34]=4)=[O:30])[CH2:25][CH2:24]3)[N:7]([CH2:6][CH:2]=[O:1])[CH:11]=2)=[CH:13][C:14]=1[C:19]([F:20])([F:21])[F:22]. The catalyst class is: 95. (3) Reactant: Cl.[N:2]1[C:10]2[CH2:9][CH2:8][NH:7][CH2:6][C:5]=2[NH:4][CH:3]=1.[C:11]([O:15][C:16](O[C:16]([O:15][C:11]([CH3:14])([CH3:13])[CH3:12])=[O:17])=[O:17])([CH3:14])([CH3:13])[CH3:12].N. Product: [NH:2]1[C:10]2[CH2:9][CH2:8][N:7]([C:16]([O:15][C:11]([CH3:14])([CH3:13])[CH3:12])=[O:17])[CH2:6][C:5]=2[N:4]=[CH:3]1. The catalyst class is: 2.